Dataset: Full USPTO retrosynthesis dataset with 1.9M reactions from patents (1976-2016). Task: Predict the reactants needed to synthesize the given product. Given the product [O:1]=[C:2]1[NH:8][C:7]2[CH:9]=[CH:10][CH:11]=[CH:12][C:6]=2[C:5]2[CH:13]=[CH:14][CH:15]=[CH:16][C:4]=2[C@@H:3]1[NH:17][C:18]([C@@H:20]([O:22][C:23](=[O:24])[NH:38][CH2:37][C:36]([F:43])([F:35])[C:39]([F:42])([F:41])[F:40])[CH3:21])=[O:19], predict the reactants needed to synthesize it. The reactants are: [O:1]=[C:2]1[NH:8][C:7]2[CH:9]=[CH:10][CH:11]=[CH:12][C:6]=2[C:5]2[CH:13]=[CH:14][CH:15]=[CH:16][C:4]=2[C@@H:3]1[NH:17][C:18]([C@@H:20]([O:22][C:23](=O)[O:24]C1C=CC([N+]([O-])=O)=CC=1)[CH3:21])=[O:19].[F:35][C:36]([F:43])([C:39]([F:42])([F:41])[F:40])[CH2:37][NH2:38].